From a dataset of Full USPTO retrosynthesis dataset with 1.9M reactions from patents (1976-2016). Predict the reactants needed to synthesize the given product. (1) Given the product [F:42][C:36]1([CH2:35][N:15]2[C:9]3[C:10](=[N:11][CH:12]=[C:7]([C:6]4[C:2]([CH3:1])=[N:3][O:4][C:5]=4[CH3:22])[CH:8]=3)[C:13]([C:16]3[CH:17]=[N:18][N:19]([CH3:21])[CH:20]=3)=[CH:14]2)[CH2:41][CH2:40][CH2:39][CH2:38][CH2:37]1, predict the reactants needed to synthesize it. The reactants are: [CH3:1][C:2]1[C:6]([C:7]2[CH:8]=[C:9]3[NH:15][CH:14]=[C:13]([C:16]4[CH:17]=[N:18][N:19]([CH3:21])[CH:20]=4)[C:10]3=[N:11][CH:12]=2)=[C:5]([CH3:22])[O:4][N:3]=1.C(=O)([O-])[O-].[Cs+].[Cs+].FC(F)(F)S(O[CH2:35][C:36]1([F:42])[CH2:41][CH2:40][CH2:39][CH2:38][CH2:37]1)(=O)=O.O. (2) Given the product [Cl:17][C:18]1[CH:26]=[C:25]2[C:21]([CH:22]=[CH:23][NH:24]2)=[CH:20][C:19]=1[CH2:27][NH:28][C:2]1[N:7]=[C:6]([NH:8][C:9]2[CH:10]=[C:11]([CH:14]3[CH2:16][CH2:15]3)[NH:12][N:13]=2)[CH:5]=[CH:4][N:3]=1, predict the reactants needed to synthesize it. The reactants are: Cl[C:2]1[N:7]=[C:6]([NH:8][C:9]2[NH:13][N:12]=[C:11]([CH:14]3[CH2:16][CH2:15]3)[CH:10]=2)[CH:5]=[CH:4][N:3]=1.[Cl:17][C:18]1[CH:26]=[C:25]2[C:21]([CH:22]=[CH:23][NH:24]2)=[CH:20][C:19]=1[CH2:27][NH2:28].CCN(C(C)C)C(C)C.